Dataset: Reaction yield outcomes from USPTO patents with 853,638 reactions. Task: Predict the reaction yield, written as a fraction of the theoretical maximum amount of product (1.0 means a 100% yield; for example, 0.34 means a 34% yield). (1) The reactants are [C:1]([O:5][C:6](=[O:27])[C:7]([CH3:26])([O:9][C:10]1[CH:15]=[CH:14][CH:13]=[CH:12][C:11]=1[O:16][C:17]1[CH:22]=[CH:21][C:20]([N+:23]([O-])=O)=[CH:19][CH:18]=1)[CH3:8])([CH3:4])([CH3:3])[CH3:2]. The catalyst is CO.[Pd]. The product is [C:1]([O:5][C:6](=[O:27])[C:7]([O:9][C:10]1[CH:15]=[CH:14][CH:13]=[CH:12][C:11]=1[O:16][C:17]1[CH:18]=[CH:19][C:20]([NH2:23])=[CH:21][CH:22]=1)([CH3:26])[CH3:8])([CH3:2])([CH3:3])[CH3:4]. The yield is 0.980. (2) The reactants are B.CSC.[Cl:5][C:6]1[CH:7]=[C:8]([CH2:13][C:14](O)=[O:15])[CH:9]=[CH:10][C:11]=1[OH:12]. The catalyst is O1CCCC1.CCCCCC. The product is [Cl:5][C:6]1[CH:7]=[C:8]([CH2:13][CH2:14][OH:15])[CH:9]=[CH:10][C:11]=1[OH:12]. The yield is 0.320. (3) The reactants are [N:1]1[N:5]2[CH:6]=[CH:7][C:8]([NH:10][CH2:11][C@@H:12]3[CH2:16][CH2:15][CH2:14][N:13]3[C:17]([O:19][C:20]([CH3:23])([CH3:22])[CH3:21])=[O:18])=[N:9][C:4]2=[CH:3][CH:2]=1.C1C(=O)N([I:31])C(=O)C1. The catalyst is CN(C=O)C. The product is [I:31][C:3]1[CH:2]=[N:1][N:5]2[CH:6]=[CH:7][C:8]([NH:10][CH2:11][C@@H:12]3[CH2:16][CH2:15][CH2:14][N:13]3[C:17]([O:19][C:20]([CH3:23])([CH3:22])[CH3:21])=[O:18])=[N:9][C:4]=12. The yield is 0.930.